The task is: Predict the reactants needed to synthesize the given product.. This data is from Full USPTO retrosynthesis dataset with 1.9M reactions from patents (1976-2016). Given the product [NH:33]1[C:32]2[CH:43]=[CH:44][C:29]([C:2]3[CH:3]=[CH:4][N:5]4[C:10]([C:11]=3[CH3:12])=[C:9]([CH:13]3[CH2:15][CH2:14]3)[CH:8]=[C:7]([C:16]([O:18][CH3:19])=[O:17])[C:6]4=[O:20])=[CH:30][C:31]=2[N:35]=[CH:34]1, predict the reactants needed to synthesize it. The reactants are: Cl[C:2]1[CH:3]=[CH:4][N:5]2[C:10]([C:11]=1[CH3:12])=[C:9]([CH:13]1[CH2:15][CH2:14]1)[CH:8]=[C:7]([C:16]([O:18][CH3:19])=[O:17])[C:6]2=[O:20].CC1(C)C(C)(C)OB([C:29]2[CH:44]=[CH:43][C:32]3[N:33](C(OC(C)(C)C)=O)[CH:34]=[N:35][C:31]=3[CH:30]=2)O1.CC1(C)C(C)(C)OB(C2C=CC3N=CN(C(OC(C)(C)C)=O)C=3C=2)O1.